From a dataset of Reaction yield outcomes from USPTO patents with 853,638 reactions. Predict the reaction yield, written as a fraction of the theoretical maximum amount of product (1.0 means a 100% yield; for example, 0.34 means a 34% yield). (1) The reactants are C(OC(=O)[NH:7][CH:8]([CH:18]([OH:34])[CH2:19][NH:20][C:21]1([C:24]2[N:25]=[C:26]([CH2:29][C:30]([CH3:33])([CH3:32])[CH3:31])[S:27][CH:28]=2)[CH2:23][CH2:22]1)[CH2:9][C:10]1[CH:15]=[C:14]([F:16])[CH:13]=[C:12]([F:17])[CH:11]=1)(C)(C)C.Cl.O1CCOCC1. No catalyst specified. The product is [NH2:7][CH:8]([CH2:9][C:10]1[CH:11]=[C:12]([F:17])[CH:13]=[C:14]([F:16])[CH:15]=1)[CH:18]([OH:34])[CH2:19][NH:20][C:21]1([C:24]2[N:25]=[C:26]([CH2:29][C:30]([CH3:32])([CH3:31])[CH3:33])[S:27][CH:28]=2)[CH2:22][CH2:23]1. The yield is 0.910. (2) The reactants are C([O:3][C:4]([C:6]1[C:7]([C:11]2[CH:16]=[CH:15][CH:14]=[CH:13][N:12]=2)=[N:8][O:9][CH:10]=1)=[O:5])C.COC(C1C=NC(OCC2C(C3C=CC(Cl)=CC=3)=NOC=2)=CN=1)=O. No catalyst specified. The product is [N:12]1[CH:13]=[CH:14][CH:15]=[CH:16][C:11]=1[C:7]1[C:6]([C:4]([OH:5])=[O:3])=[CH:10][O:9][N:8]=1. The yield is 0.790. (3) The catalyst is CN(C=O)C.[Pd]. The reactants are [N:1]1([CH2:7][C:8]2[CH:24]=[CH:23][C:11]3[NH:12][C:13]([C:15]4[C:19]([N+:20]([O-])=O)=[CH:18][NH:17][N:16]=4)=[N:14][C:10]=3[CH:9]=2)[CH2:6][CH2:5][O:4][CH2:3][CH2:2]1.[H][H]. The yield is 0.900. The product is [N:1]1([CH2:7][C:8]2[CH:24]=[CH:23][C:11]3[NH:12][C:13]([C:15]4[C:19]([NH2:20])=[CH:18][NH:17][N:16]=4)=[N:14][C:10]=3[CH:9]=2)[CH2:6][CH2:5][O:4][CH2:3][CH2:2]1. (4) The reactants are [CH3:1][N:2]1[CH:6]=[C:5]([S:7]([N:10]2[CH2:19][CH2:18][C:17]3[C:12](=[CH:13][C:14]([CH:20]([CH2:23][C:24]4[CH:29]=[CH:28][CH:27]=[CH:26][CH:25]=4)[CH2:21]N)=[CH:15][CH:16]=3)[CH2:11]2)(=[O:9])=[O:8])[N:4]=[CH:3]1.[CH2:30]=O.[B-][C:33]#[N:34].[Na+].O. The catalyst is CO. The product is [CH3:30][N:34]([CH3:33])[CH2:21][CH:20]([C:14]1[CH:13]=[C:12]2[C:17]([CH2:18][CH2:19][N:10]([S:7]([C:5]3[N:4]=[CH:3][N:2]([CH3:1])[CH:6]=3)(=[O:9])=[O:8])[CH2:11]2)=[CH:16][CH:15]=1)[CH2:23][C:24]1[CH:29]=[CH:28][CH:27]=[CH:26][CH:25]=1. The yield is 0.165. (5) The reactants are [CH:1]([C:3]1[C:8](I)=[CH:7][CH:6]=[CH:5][C:4]=1[N:10]1[CH:14]=[C:13]([C:15]#[N:16])[C:12]([NH:17][C:18]2[CH:23]=[CH:22][C:21]([C:24]([N:26]3[CH2:31][CH2:30][O:29][CH2:28][CH2:27]3)=[O:25])=[CH:20][CH:19]=2)=[N:11]1)=[O:2].[C:32]([C:36]1[CH:37]=[C:38]2[C:43](=[CH:44][CH:45]=1)[C:42](=[O:46])[NH:41][N:40]=[CH:39]2)([CH3:35])([CH3:34])[CH3:33].C(=O)(O)[O-].[Na+]. The catalyst is CS(C)=O. The product is [C:32]([C:36]1[CH:37]=[C:38]2[C:43](=[CH:44][CH:45]=1)[C:42](=[O:46])[N:41]([C:8]1[C:3]([CH:1]=[O:2])=[C:4]([N:10]3[CH:14]=[C:13]([C:15]#[N:16])[C:12]([NH:17][C:18]4[CH:23]=[CH:22][C:21]([C:24]([N:26]5[CH2:31][CH2:30][O:29][CH2:28][CH2:27]5)=[O:25])=[CH:20][CH:19]=4)=[N:11]3)[CH:5]=[CH:6][CH:7]=1)[N:40]=[CH:39]2)([CH3:35])([CH3:33])[CH3:34]. The yield is 0.420. (6) The reactants are Cl[C:2]1[C:3]2[C:10]3[CH2:11][CH2:12][CH2:13][CH2:14][C:9]=3[S:8][C:4]=2[N:5]=[CH:6][N:7]=1. The catalyst is C(CN)CN.O. The product is [N:5]1[C:4]2[S:8][C:9]3[CH2:14][CH2:13][CH2:12][CH2:11][C:10]=3[C:3]=2[C:2]([CH:2]([NH2:7])[CH2:3][CH2:4][NH2:5])=[N:7][CH:6]=1. The yield is 0.520.